From a dataset of Full USPTO retrosynthesis dataset with 1.9M reactions from patents (1976-2016). Predict the reactants needed to synthesize the given product. (1) Given the product [Cl:2][CH2:3][C:4]1[N:5]=[C:6]([NH:9][C:10](=[O:11])[O:12][C:13]([CH3:16])([CH3:15])[CH3:14])[S:7][CH:8]=1, predict the reactants needed to synthesize it. The reactants are: Cl.[Cl:2][CH2:3][C:4]1[N:5]=[C:6]([NH2:9])[S:7][CH:8]=1.[C:10](O[C:10]([O:12][C:13]([CH3:16])([CH3:15])[CH3:14])=[O:11])([O:12][C:13]([CH3:16])([CH3:15])[CH3:14])=[O:11].C(N(CC)CC)C. (2) Given the product [Cl:19][C:13]1[CH:14]=[CH:15][CH:16]=[C:17]([Cl:18])[C:12]=1[NH:11][C:9]1[S:8][C:4]2[N:5]=[CH:6][N:7]=[C:2]([NH:28][C:25]3[CH:26]=[CH:27][C:22]([C:21]([F:20])([F:29])[F:30])=[CH:23][CH:24]=3)[C:3]=2[N:10]=1, predict the reactants needed to synthesize it. The reactants are: Cl[C:2]1[C:3]2[N:10]=[C:9]([NH:11][C:12]3[C:17]([Cl:18])=[CH:16][CH:15]=[CH:14][C:13]=3[Cl:19])[S:8][C:4]=2[N:5]=[CH:6][N:7]=1.[F:20][C:21]([F:30])([F:29])[C:22]1[CH:27]=[CH:26][C:25]([NH2:28])=[CH:24][CH:23]=1.C1(C)C=CC(S(O)(=O)=O)=CC=1. (3) Given the product [C:1]([SiH2:5][O:6][C:7]([CH3:33])([CH3:32])[C:8]1[N:35]([CH2:34][C:36]2[CH:43]=[CH:42][CH:41]=[CH:40][C:37]=2[C:38]#[N:46])[CH:10]=[N:11][CH:12]=1)([CH3:4])([CH3:3])[CH3:2], predict the reactants needed to synthesize it. The reactants are: [C:1]([SiH2:5][O:6][C:7]([CH3:33])([CH3:32])[C:8]1N=[CH:10][N:11](C(C2C=CC=CC=2)(C2C=CC=CC=2)C2C=CC=CC=2)[CH:12]=1)([CH3:4])([CH3:3])[CH3:2].[C:34]([C:36]1[CH:43]=[CH:42][CH:41]=[CH:40][C:37]=1[CH2:38]Br)#[N:35].C([NH:46]CC)C.CO. (4) Given the product [CH3:3][O:4][C:5]([N:7]1[CH2:8][CH:9]=[CH:10][C@H:11]2[O:15][C:14]([NH2:16])=[N:13][C@@H:12]12)=[O:6], predict the reactants needed to synthesize it. The reactants are: BrBr.[CH3:3][O:4][C:5]([N:7]1[CH:12]=[CH:11][CH:10]=[CH:9][CH2:8]1)=[O:6].[NH2:13][C:14]([NH2:16])=[O:15].CC#N. (5) The reactants are: [CH2:1]([CH:8]1[CH2:13][CH2:12][NH:11][CH2:10][CH2:9]1)[C:2]1[CH:7]=[CH:6][CH:5]=[CH:4][CH:3]=1.O=[CH:15][CH2:16][CH2:17][C:18]1[N:22]([CH2:23][CH2:24][C:25]#[N:26])[C:21]2[CH:27]=[CH:28][CH:29]=[CH:30][C:20]=2[N:19]=1.Cl[CH2:32]CCl.C(O[BH-](OC(=O)C)OC(=O)C)(=O)C.[Na+]. Given the product [CH2:1]([CH:8]1[CH2:13][CH2:12][N:11]([CH2:15][CH2:16][CH:17]([C:18]2[N:22]([CH2:23][CH2:24][C:25]#[N:26])[C:21]3[CH:27]=[CH:28][CH:29]=[CH:30][C:20]=3[N:19]=2)[CH3:32])[CH2:10][CH2:9]1)[C:2]1[CH:7]=[CH:6][CH:5]=[CH:4][CH:3]=1, predict the reactants needed to synthesize it. (6) The reactants are: [Cl:1][C:2]1[C:3](Cl)=[N:4][CH:5]=[C:6]([CH:10]=1)[C:7]([NH2:9])=[O:8].[C:12]([O:16][C:17]([N:19]1[CH2:24][CH2:23][NH:22][CH2:21][CH2:20]1)=[O:18])([CH3:15])([CH3:14])[CH3:13]. Given the product [C:12]([O:16][C:17]([N:19]1[CH2:24][CH2:23][N:22]([C:3]2[C:2]([Cl:1])=[CH:10][C:6]([C:7](=[O:8])[NH2:9])=[CH:5][N:4]=2)[CH2:21][CH2:20]1)=[O:18])([CH3:15])([CH3:13])[CH3:14], predict the reactants needed to synthesize it. (7) Given the product [Cl:28][C:29]1[C:37]([C:38]([F:39])([F:40])[F:41])=[CH:36][CH:35]=[CH:34][C:30]=1[C:31]([NH:10][C:11]1[CH:26]=[CH:25][C:24]([Cl:27])=[CH:23][C:12]=1[C:13]([NH:15][CH2:16][CH:17]1[CH2:22][CH2:21][CH2:20][CH2:19][CH2:18]1)=[O:14])=[O:32], predict the reactants needed to synthesize it. The reactants are: C(N(C(C)C)CC)(C)C.[NH2:10][C:11]1[CH:26]=[CH:25][C:24]([Cl:27])=[CH:23][C:12]=1[C:13]([NH:15][CH2:16][CH:17]1[CH2:22][CH2:21][CH2:20][CH2:19][CH2:18]1)=[O:14].[Cl:28][C:29]1[C:37]([C:38]([F:41])([F:40])[F:39])=[CH:36][CH:35]=[CH:34][C:30]=1[C:31](O)=[O:32].CN(C(ON1N=NC2C=CC=NC1=2)=[N+](C)C)C.F[P-](F)(F)(F)(F)F. (8) Given the product [CH2:1]([N:8]([C:15]([C:28]1[CH:29]=[CH:30][CH:31]=[CH:32][CH:33]=1)([C:22]1[CH:23]=[CH:24][CH:25]=[CH:26][CH:27]=1)[C:16]1[CH:17]=[CH:18][CH:19]=[CH:20][CH:21]=1)[C:9](=[O:14])[C@@H:10]([CH2:12][O:13][CH3:34])[NH2:11])[C:2]1[CH:3]=[CH:4][CH:5]=[CH:6][CH:7]=1, predict the reactants needed to synthesize it. The reactants are: [CH2:1]([N:8]([C:15]([C:28]1[CH:33]=[CH:32][CH:31]=[CH:30][CH:29]=1)([C:22]1[CH:27]=[CH:26][CH:25]=[CH:24][CH:23]=1)[C:16]1[CH:21]=[CH:20][CH:19]=[CH:18][CH:17]=1)[C:9](=[O:14])[C@@H:10]([CH2:12][OH:13])[NH2:11])[C:2]1[CH:7]=[CH:6][CH:5]=[CH:4][CH:3]=1.[CH3:34]I.